The task is: Predict the reactants needed to synthesize the given product.. This data is from Full USPTO retrosynthesis dataset with 1.9M reactions from patents (1976-2016). (1) Given the product [O:12]([C:9]1[CH:10]=[CH:11][C:6]([O:5][CH2:4][CH2:3][CH2:2][O:22][C:23]2[CH:28]=[CH:27][C:26]([S:29]([NH2:32])(=[O:30])=[O:31])=[CH:25][CH:24]=2)=[C:7]([CH2:19][CH2:20][CH3:21])[CH:8]=1)[C:13]1[CH:18]=[CH:17][CH:16]=[CH:15][CH:14]=1, predict the reactants needed to synthesize it. The reactants are: Br[CH2:2][CH2:3][CH2:4][O:5][C:6]1[CH:11]=[CH:10][C:9]([O:12][C:13]2[CH:18]=[CH:17][CH:16]=[CH:15][CH:14]=2)=[CH:8][C:7]=1[CH2:19][CH2:20][CH3:21].[OH:22][C:23]1[CH:28]=[CH:27][C:26]([S:29]([NH2:32])(=[O:31])=[O:30])=[CH:25][CH:24]=1.C(=O)([O-])[O-].[Cs+].[Cs+]. (2) Given the product [CH2:1]([OH:6])[CH2:2][CH2:3][CH2:4][OH:5].[C:13]1(=[O:12])[O:18][CH2:16][CH2:15][CH2:14]1, predict the reactants needed to synthesize it. The reactants are: [C:1]1(=[O:6])[O:5][CH2:4][CH2:3][CH2:2]1.[OH:12][CH2:13][CH2:14][CH2:15][CH2:16][O:12][C:13](=[O:18])[CH2:14][CH2:15][CH2:16][OH:18]. (3) Given the product [CH3:27][O:26][C:16]1[C:14]2[N:15]=[C:11]([C:9]3[NH:35][C:2]4[CH2:7][CH2:6][CH2:5][CH2:4][C:3]=4[N:8]=3)[S:12][C:13]=2[C:19]([N:20]2[CH2:21][CH2:22][O:23][CH2:24][CH2:25]2)=[CH:18][CH:17]=1, predict the reactants needed to synthesize it. The reactants are: O=[C:2]1[CH2:7][CH2:6][CH2:5][CH2:4][CH:3]1[NH:8][C:9]([C:11]1[S:12][C:13]2[C:19]([N:20]3[CH2:25][CH2:24][O:23][CH2:22][CH2:21]3)=[CH:18][CH:17]=[C:16]([O:26][CH3:27])[C:14]=2[N:15]=1)=O.FC(F)(F)C([O-])=O.[NH4+:35]. (4) Given the product [C:2]([N:10]1[CH2:15][CH2:14][N:13]([C:16]2[CH:17]=[CH:18][C:19]([C:22](=[O:36])/[CH:23]=[CH:24]/[C:25]3[CH:30]=[CH:29][C:28](/[CH:31]=[CH:32]/[C:33]([NH:45][OH:46])=[O:34])=[CH:27][CH:26]=3)=[CH:20][CH:21]=2)[CH2:12][CH2:11]1)(=[O:9])[C:3]1[CH:4]=[CH:5][CH:6]=[CH:7][CH:8]=1, predict the reactants needed to synthesize it. The reactants are: Cl.[C:2]([N:10]1[CH2:15][CH2:14][N:13]([C:16]2[CH:21]=[CH:20][C:19]([C:22](=[O:36])/[CH:23]=[CH:24]/[C:25]3[CH:30]=[CH:29][C:28](/[CH:31]=[CH:32]/[C:33](O)=[O:34])=[CH:27][CH:26]=3)=[CH:18][CH:17]=2)[CH2:12][CH2:11]1)(=[O:9])[C:3]1[CH:8]=[CH:7][CH:6]=[CH:5][CH:4]=1.C1C=CC2[N:45]([OH:46])N=NC=2C=1.C(Cl)CCl.NOC1CCCCO1. (5) Given the product [NH2:23][C:18]1[CH:19]=[CH:20][CH:21]=[CH:22][C:17]=1[NH:16][C:14](=[O:15])[C:13]1[CH:12]=[CH:11][C:10]([C:3]2[C:2]([Cl:1])=[CH:7][C:6]([CH2:8][OH:9])=[CH:5][N:4]=2)=[CH:32][CH:31]=1, predict the reactants needed to synthesize it. The reactants are: [Cl:1][C:2]1[C:3]([C:10]2[CH:32]=[CH:31][C:13]([C:14]([NH:16][C:17]3[CH:22]=[CH:21][CH:20]=[CH:19][C:18]=3[NH:23]C(=O)OC(C)(C)C)=[O:15])=[CH:12][CH:11]=2)=[N:4][CH:5]=[C:6]([CH2:8][OH:9])[CH:7]=1.Cl.O1CCOCC1. (6) Given the product [CH3:14][C@H:9]1[C:8](=[O:15])[O:7][CH2:6][C@@H:5]([C:16]2[CH:21]=[CH:20][CH:19]=[CH:18][CH:17]=2)[NH:4][C:3](=[O:22])[C@H:2]([NH:1][C:30](=[O:32])[CH3:31])[CH2:13][CH:12]=[CH:11][CH2:10]1, predict the reactants needed to synthesize it. The reactants are: [NH2:1][C@@H:2]1[CH2:13][CH:12]=[CH:11][CH2:10][C@@H:9]([CH3:14])[C:8](=[O:15])[O:7][CH2:6][C@@H:5]([C:16]2[CH:21]=[CH:20][CH:19]=[CH:18][CH:17]=2)[NH:4][C:3]1=[O:22].CCN(CC)CC.[C:30](OC(=O)C)(=[O:32])[CH3:31]. (7) Given the product [NH2:31][C:25]1[CH:26]=[C:27]([CH:28]=[C:23]([C:21]([N:11]2[CH2:12][CH:13]([N:14]3[CH2:15][CH2:16][N:17]([CH3:20])[CH2:18][CH2:19]3)[CH:9]([O:8][Si:1]([C:4]([CH3:7])([CH3:6])[CH3:5])([CH3:3])[CH3:2])[CH2:10]2)=[O:22])[C:24]=1[Cl:39])[C:29]#[N:30], predict the reactants needed to synthesize it. The reactants are: [Si:1]([O:8][CH:9]1[CH:13]([N:14]2[CH2:19][CH2:18][N:17]([CH3:20])[CH2:16][CH2:15]2)[CH2:12][N:11]([C:21]([C:23]2[C:24]([Cl:39])=[C:25]([NH:31]C(=O)OC(C)(C)C)[CH:26]=[C:27]([C:29]#[N:30])[CH:28]=2)=[O:22])[CH2:10]1)([C:4]([CH3:7])([CH3:6])[CH3:5])([CH3:3])[CH3:2].C(O)(C(F)(F)F)=O. (8) Given the product [CH3:1][O:2][CH2:3][CH2:4][N:5]1[CH2:9][CH2:8][C@H:7]([NH:10][C:11]2[CH:12]=[CH:13][C:14]([NH:17][C:18]3[N:26]=[C:25]4[C:21]([N:22]=[CH:23][NH:24]4)=[C:20]([O:33][C:34]4[CH:35]=[C:36]([NH:40][C:41](=[O:44])[CH:42]=[CH2:43])[CH:37]=[CH:38][CH:39]=4)[N:19]=3)=[CH:15][CH:16]=2)[CH2:6]1, predict the reactants needed to synthesize it. The reactants are: [CH3:1][O:2][CH2:3][CH2:4][N:5]1[CH2:9][CH2:8][C@H:7]([NH:10][C:11]2[CH:16]=[CH:15][C:14]([NH:17][C:18]3[N:26]=[C:25]4[C:21]([N:22]=[CH:23][N:24]4C4CCCCO4)=[C:20]([O:33][C:34]4[CH:35]=[C:36]([NH:40][C:41](=[O:44])[CH:42]=[CH2:43])[CH:37]=[CH:38][CH:39]=4)[N:19]=3)=[CH:13][CH:12]=2)[CH2:6]1.Cl. (9) The reactants are: Cl.[CH2:2]([O:4][C:5](=[O:16])[C@H:6]([CH2:8][C:9]1[CH:14]=[CH:13][C:12]([OH:15])=[CH:11][CH:10]=1)[NH2:7])[CH3:3].[F:17][C:18]1[CH:26]=[CH:25][CH:24]=[C:23]([F:27])[C:19]=1[C:20](Cl)=[O:21]. Given the product [CH2:2]([O:4][C:5](=[O:16])[C@H:6]([CH2:8][C:9]1[CH:10]=[CH:11][C:12]([OH:15])=[CH:13][CH:14]=1)[NH:7][C:20](=[O:21])[C:19]1[C:18]([F:17])=[CH:26][CH:25]=[CH:24][C:23]=1[F:27])[CH3:3], predict the reactants needed to synthesize it.